Dataset: Catalyst prediction with 721,799 reactions and 888 catalyst types from USPTO. Task: Predict which catalyst facilitates the given reaction. Product: [CH:2]([C@@H:3]1[CH2:8][C@@H:7]2[C@@H:5]([CH2:6]2)[N:4]1[C:9]([O:11][C:12]([CH3:15])([CH3:14])[CH3:13])=[O:10])=[O:1]. The catalyst class is: 2. Reactant: [OH:1][CH2:2][C@@H:3]1[CH2:8][C@@H:7]2[C@@H:5]([CH2:6]2)[N:4]1[C:9]([O:11][C:12]([CH3:15])([CH3:14])[CH3:13])=[O:10].CC(OI1(OC(C)=O)(OC(C)=O)OC(=O)C2C=CC=CC1=2)=O.C([O-])(O)=O.[Na+].[O-]S([O-])(=S)=O.[Na+].[Na+].